From a dataset of Catalyst prediction with 721,799 reactions and 888 catalyst types from USPTO. Predict which catalyst facilitates the given reaction. Reactant: [C:1]([C:5]1[CH:6]=[C:7]([C:15]2[C:20]([CH:21]=[C:22]3[CH2:27][CH2:26][CH2:25][CH2:24][CH2:23]3)=[CH:19][CH:18]=[C:17]([C:28]([OH:30])=[O:29])[CH:16]=2)[CH:8]=[C:9]([C:11]([CH3:14])([CH3:13])[CH3:12])[CH:10]=1)([CH3:4])([CH3:3])[CH3:2].[H][H]. Product: [C:1]([C:5]1[CH:6]=[C:7]([C:15]2[C:20]([CH2:21][CH:22]3[CH2:27][CH2:26][CH2:25][CH2:24][CH2:23]3)=[CH:19][CH:18]=[C:17]([C:28]([OH:30])=[O:29])[CH:16]=2)[CH:8]=[C:9]([C:11]([CH3:13])([CH3:14])[CH3:12])[CH:10]=1)([CH3:2])([CH3:3])[CH3:4]. The catalyst class is: 19.